From a dataset of Forward reaction prediction with 1.9M reactions from USPTO patents (1976-2016). Predict the product of the given reaction. (1) Given the reactants [F:1][C:2]1[C:3]([C:8]([NH2:10])=O)=[N:4][CH:5]=[CH:6][CH:7]=1.C1COCC1.FC(F)(F)C(OC(=O)C(F)(F)F)=O.C([O-])([O-])=O.[Na+].[Na+], predict the reaction product. The product is: [F:1][C:2]1[C:3]([C:8]#[N:10])=[N:4][CH:5]=[CH:6][CH:7]=1. (2) Given the reactants [NH:1]1[C:5]2=[N:6][CH:7]=[CH:8][CH:9]=[C:4]2[CH:3]=[N:2]1.Br[CH2:11][C:12]([O:14][CH2:15][CH3:16])=[O:13], predict the reaction product. The product is: [N:1]1([CH2:11][C:12]([O:14][CH2:15][CH3:16])=[O:13])[C:5]2=[N:6][CH:7]=[CH:8][CH:9]=[C:4]2[CH:3]=[N:2]1. (3) The product is: [Cl:1][C:2]1[CH:7]=[C:6]([Cl:8])[CH:5]=[CH:4][C:3]=1[C:9]1[C:29](=[O:30])[N:28]([CH3:31])[C:12]2[N:13]([CH:25]([F:26])[F:27])[C:14]3[C:19]([C:11]=2[CH:10]=1)=[CH:18][C:17]([C:20]1[CH:24]=[CH:23][N:22]([CH2:33][CH3:34])[N:21]=1)=[CH:16][CH:15]=3. Given the reactants [Cl:1][C:2]1[CH:7]=[C:6]([Cl:8])[CH:5]=[CH:4][C:3]=1[C:9]1[C:29](=[O:30])[N:28]([CH3:31])[C:12]2[N:13]([CH:25]([F:27])[F:26])[C:14]3[C:19]([C:11]=2[CH:10]=1)=[CH:18][C:17]([C:20]1[CH:24]=[CH:23][NH:22][N:21]=1)=[CH:16][CH:15]=3.I[CH2:33][CH3:34], predict the reaction product.